Dataset: Forward reaction prediction with 1.9M reactions from USPTO patents (1976-2016). Task: Predict the product of the given reaction. Given the reactants [C:1]([C:5]1[CH:13]=[C:12]([CH3:14])[C:8]([C:9](O)=[O:10])=[C:7]([F:15])[CH:6]=1)([CH3:4])([CH3:3])[CH3:2].C(N1C=CN=C1)([N:18]1C=CN=C1)=O.N, predict the reaction product. The product is: [C:1]([C:5]1[CH:13]=[C:12]([CH3:14])[C:8]([C:9]([NH2:18])=[O:10])=[C:7]([F:15])[CH:6]=1)([CH3:4])([CH3:3])[CH3:2].